From a dataset of Reaction yield outcomes from USPTO patents with 853,638 reactions. Predict the reaction yield, written as a fraction of the theoretical maximum amount of product (1.0 means a 100% yield; for example, 0.34 means a 34% yield). The reactants are [CH3:1][O:2][C:3]1[CH:8]=[C:7]([C:9]2[N:13]([CH3:14])[CH:12]=[N:11][CH:10]=2)[CH:6]=[CH:5][C:4]=1[NH:15][CH:16]=O.CS(C1[N:23]=[CH:24][C:25]2[CH:31]=[CH:30][N:29]=[C:28]([NH:32][CH2:33][C:34]([CH3:37])([CH3:36])[CH3:35])[C:26]=2[N:27]=1)(=O)=O. No catalyst specified. The product is [CH3:1][O:2][C:3]1[CH:8]=[C:7]([C:9]2[N:13]([CH3:14])[CH:12]=[N:11][CH:10]=2)[CH:6]=[CH:5][C:4]=1[NH:15][C:16]1[N:23]=[CH:24][C:25]2[CH:31]=[CH:30][N:29]=[C:28]([NH:32][CH2:33][C:34]([CH3:37])([CH3:36])[CH3:35])[C:26]=2[N:27]=1. The yield is 0.380.